From a dataset of Serine/threonine kinase 33 screen with 319,792 compounds. Binary Classification. Given a drug SMILES string, predict its activity (active/inactive) in a high-throughput screening assay against a specified biological target. (1) The molecule is Fc1cc(C(=O)N\N=C(/c2ccccc2)c2cccnc2)ccc1. The result is 0 (inactive). (2) The drug is Clc1ccc(n2[nH]cc3c2nc(SCCCC)nc3=O)cc1. The result is 0 (inactive). (3) The compound is OC12C(CCCC1)CN(CC2)C(=O)COc1c(c2oc(=O)cc(c2cc1)C)C. The result is 0 (inactive). (4) The molecule is s1c(C(=O)N2CCN(CC2)c2ccc(NC(=O)C)cc2)ccc1. The result is 0 (inactive). (5) The compound is Oc1cc(/C=C\c2cc(O)cc(O)c2)ccc1O. The result is 1 (active). (6) The molecule is O(c1cc(c(cc1)C)C)CC(=O)N\N=C\C=C/c1occc1. The result is 0 (inactive). (7) The result is 0 (inactive). The compound is O1CCN(CC1)CCNC(=O)/C=C\c1ccccc1. (8) The drug is S(=O)(=O)(N1CC(CCC1)C(=O)Nc1ccc(N2CCOCC2)cc1)c1ccccc1. The result is 0 (inactive). (9) The compound is O(c1c2c(CCCC)cc(oc2cc(c1)C)=O)C(C(=O)NCc1ccncc1)C. The result is 0 (inactive).